Dataset: Full USPTO retrosynthesis dataset with 1.9M reactions from patents (1976-2016). Task: Predict the reactants needed to synthesize the given product. Given the product [CH3:35][N:34]([CH2:33][C:32]1[NH:31][N:30]=[C:6]([C:7]2[CH:8]=[C:9]3[C:13](=[CH:14][CH:15]=2)[NH:12][N:11]=[C:10]3[C:16]2[CH:17]=[C:18]([NH:22][C:23](=[O:29])[CH2:24][C:25]([CH3:26])([CH3:28])[CH3:27])[CH:19]=[CH:20][CH:21]=2)[N:5]=1)[CH3:36], predict the reactants needed to synthesize it. The reactants are: Cl.C(O[N:5]=[CH:6][C:7]1[CH:8]=[C:9]2[C:13](=[CH:14][CH:15]=1)[NH:12][N:11]=[C:10]2[C:16]1[CH:17]=[C:18]([NH:22][C:23](=[O:29])[CH2:24][C:25]([CH3:28])([CH3:27])[CH3:26])[CH:19]=[CH:20][CH:21]=1)C.[NH2:30][NH:31][C:32](=O)[CH2:33][N:34]([CH3:36])[CH3:35].C[O-].[Na+].